From a dataset of Full USPTO retrosynthesis dataset with 1.9M reactions from patents (1976-2016). Predict the reactants needed to synthesize the given product. (1) The reactants are: [CH3:1][C:2]1[N:6]([C:7]2[CH:12]=[CH:11][C:10]([OH:13])=[CH:9][CH:8]=2)[C:5]2[CH:14]=[CH:15][CH:16]=[C:17]([C:18]([F:21])([F:20])[F:19])[C:4]=2[N:3]=1.Br[CH2:23][C:24]1[CH:29]=[CH:28][CH:27]=[C:26]([S:30]([CH3:33])(=[O:32])=[O:31])[CH:25]=1. Given the product [CH3:1][C:2]1[N:6]([C:7]2[CH:12]=[CH:11][C:10]([O:13][CH2:23][C:24]3[CH:29]=[CH:28][CH:27]=[C:26]([S:30]([CH3:33])(=[O:32])=[O:31])[CH:25]=3)=[CH:9][CH:8]=2)[C:5]2[CH:14]=[CH:15][CH:16]=[C:17]([C:18]([F:19])([F:21])[F:20])[C:4]=2[N:3]=1, predict the reactants needed to synthesize it. (2) The reactants are: [F:1][C:2]([F:21])([F:20])[O:3][C:4]1[CH:9]=[CH:8][C:7]([C:10]2[CH:18]=[C:17]3[C:13]([CH:14]=[CH:15][N:16]3[CH3:19])=[CH:12][CH:11]=2)=[CH:6][CH:5]=1.[C:22](Cl)(=[O:26])[C:23](Cl)=[O:24].CO.[C:30](=O)(O)[O-:31].[Na+]. Given the product [F:21][C:2]([F:1])([F:20])[O:3][C:4]1[CH:5]=[CH:6][C:7]([C:10]2[CH:18]=[C:17]3[C:13]([C:14]([C:22](=[O:26])[C:23]([O:31][CH3:30])=[O:24])=[CH:15][N:16]3[CH3:19])=[CH:12][CH:11]=2)=[CH:8][CH:9]=1, predict the reactants needed to synthesize it. (3) Given the product [NH2:45][CH2:46][CH2:47][CH2:48][CH2:49][CH:50]([NH:54][C:55](=[O:71])[CH:56]([NH:66][C:67]([C:68]1[N:1]=[N:2][NH:3][C:69]=1[CH2:82][CH2:80][CH2:78][CH2:76][CH:74]([C:73]([OH:79])=[O:72])[NH:9][C:10](=[O:41])[CH2:11][CH2:12][CH2:13][CH2:14][CH2:15][CH2:16][C:17](=[O:40])[NH:18][CH2:19][CH2:20][CH2:21][CH2:22][C@@H:23]([C:37]([OH:39])=[O:38])[NH:24][C:25](=[O:36])[NH:26][CH:27]([C:33]([OH:35])=[O:34])[CH2:28][CH2:29][C:30]([OH:32])=[O:31])=[O:70])[CH2:57][CH2:58][CH2:59][CH2:60][NH:61][C:62]([C:63]1[N:3]=[N:2][N:1]([CH2:4][CH2:5][CH2:6][CH2:7][CH:8]([C:42]([OH:44])=[O:43])[NH:9][C:10](=[O:41])[CH2:11][CH2:12][CH2:13][CH2:14][CH2:15][CH2:16][C:17](=[O:40])[NH:18][CH2:19][CH2:20][CH2:21][CH2:22][C@@H:23]([C:37]([OH:39])=[O:38])[NH:24][C:25](=[O:36])[NH:26][CH:27]([C:33]([OH:35])=[O:34])[CH2:28][CH2:29][C:30]([OH:32])=[O:31])[CH:64]=1)=[O:65])[C:51]([OH:53])=[O:52], predict the reactants needed to synthesize it. The reactants are: [N:1]([CH2:4][CH2:5][CH2:6][CH2:7][CH:8]([C:42]([OH:44])=[O:43])[NH:9][C:10](=[O:41])[CH2:11][CH2:12][CH2:13][CH2:14][CH2:15][CH2:16][C:17](=[O:40])[NH:18][CH2:19][CH2:20][CH2:21][CH2:22][C@@H:23]([C:37]([OH:39])=[O:38])[NH:24][C:25](=[O:36])[NH:26][C@H:27]([C:33]([OH:35])=[O:34])[CH2:28][CH2:29][C:30]([OH:32])=[O:31])=[N+:2]=[N-:3].[NH2:45][CH2:46][CH2:47][CH2:48][CH2:49][CH:50]([NH:54][C:55](=[O:71])[CH:56]([NH:66][C:67](=[O:70])[C:68]#[CH:69])[CH2:57][CH2:58][CH2:59][CH2:60][NH:61][C:62](=[O:65])[C:63]#[CH:64])[C:51]([OH:53])=[O:52].[O:72]=[C:73]1[O:79][C@H:78]([C@H:80]([CH2:82]O)O)[C:76]([O-])=[C:74]1O.[Na+]. (4) Given the product [ClH:24].[CH2:25]([C:15]1[C:14]([OH:27])=[C:10]([C:11]([OH:13])=[O:12])[C:9](=[O:8])[NH:17][C:16]=1[C:18]1[CH:19]=[CH:20][C:21]([N:48]2[CH2:47][C@@H:44]3[C@@H:43]([NH:42][CH2:46][CH2:45]3)[CH2:49]2)=[CH:22][CH:23]=1)[CH3:26], predict the reactants needed to synthesize it. The reactants are: C([O:8][C:9]1[N:17]=[C:16]([C:18]2[CH:23]=[CH:22][C:21]([Cl:24])=[CH:20][CH:19]=2)[C:15]([CH2:25][CH3:26])=[C:14]([O:27]CC2C=CC=CC=2)[C:10]=1[C:11]([OH:13])=[O:12])C1C=CC=CC=1.C([N:42]1[CH2:46][CH2:45][C@@H:44]2[CH2:47][NH:48][CH2:49][C@H:43]12)C1C=CC=CC=1.CC([O-])(C)C.[Na+].